This data is from Reaction yield outcomes from USPTO patents with 853,638 reactions. The task is: Predict the reaction yield, written as a fraction of the theoretical maximum amount of product (1.0 means a 100% yield; for example, 0.34 means a 34% yield). (1) The reactants are [CH3:1][O:2][C:3]1[CH:4]=[C:5]([NH:9][C:10]2[CH:15]=[C:14]([N:16]([CH3:18])[CH3:17])[N:13]=[C:12]([N:19]3[CH2:24][CH2:23][NH:22][CH2:21][CH2:20]3)[N:11]=2)[CH:6]=[CH:7][CH:8]=1.CCN(C(C)C)C(C)C.Cl[CH2:35][C:36]1[CH:41]=[CH:40][CH:39]=[C:38]([O:42][CH3:43])[CH:37]=1. The catalyst is O1CCOCC1. The product is [CH3:43][O:42][C:38]1[CH:37]=[C:36]([CH:41]=[CH:40][CH:39]=1)[CH2:35][N:22]1[CH2:23][CH2:24][N:19]([C:12]2[N:11]=[C:10]([NH:9][C:5]3[CH:6]=[CH:7][CH:8]=[C:3]([O:2][CH3:1])[CH:4]=3)[CH:15]=[C:14]([N:16]([CH3:18])[CH3:17])[N:13]=2)[CH2:20][CH2:21]1. The yield is 0.700. (2) The reactants are [CH3:1][C:2]1[NH:6][C:5]2[S:7][CH:8]=[CH:9][C:4]=2[CH:3]=1.[Cl-].C([Al+]CC)C.[Cl:16][C:17]1[C:25]([Cl:26])=[CH:24][CH:23]=[CH:22][C:18]=1[C:19](Cl)=[O:20]. The catalyst is C(Cl)Cl. The product is [Cl:16][C:17]1[C:25]([Cl:26])=[CH:24][CH:23]=[CH:22][C:18]=1[C:19]([C:3]1[C:4]2[CH:9]=[CH:8][S:7][C:5]=2[NH:6][C:2]=1[CH3:1])=[O:20]. The yield is 0.140. (3) The reactants are Cl[C:2]1[C:11]2[C:6](=[CH:7][CH:8]=[CH:9][CH:10]=2)[N:5]=[C:4]([C:12]2[CH:17]=[CH:16][C:15]([S:18][CH3:19])=[CH:14][CH:13]=2)[CH:3]=1.[F:20][C:21]([F:28])([F:27])[C:22]1[CH:26]=[CH:25][NH:24][N:23]=1.[H-].[Na+]. The catalyst is CN(C=O)C.C(OCC)(=O)C. The product is [CH3:19][S:18][C:15]1[CH:16]=[CH:17][C:12]([C:4]2[CH:3]=[C:2]([N:24]3[CH:25]=[CH:26][C:22]([C:21]([F:28])([F:27])[F:20])=[N:23]3)[C:11]3[C:6](=[CH:7][CH:8]=[CH:9][CH:10]=3)[N:5]=2)=[CH:13][CH:14]=1. The yield is 0.520. (4) The reactants are [Cl:1][CH2:2][CH2:3][CH2:4][S:5]([O:8][CH2:9][C:10]([CH3:25])([CH3:24])[CH:11]([O:14][CH2:15][C:16]1[CH:21]=[CH:20][C:19]([O:22][CH3:23])=[CH:18][CH:17]=1)[CH:12]=C)(=[O:7])=[O:6].O=O.[O:28]=[O+][O-].CSC. The catalyst is ClCCl. The product is [Cl:1][CH2:2][CH2:3][CH2:4][S:5]([O:8][CH2:9][C:10]([CH3:24])([CH3:25])[CH:11]([O:14][CH2:15][C:16]1[CH:17]=[CH:18][C:19]([O:22][CH3:23])=[CH:20][CH:21]=1)[CH:12]=[O:28])(=[O:6])=[O:7]. The yield is 0.770. (5) The reactants are CN(C(ON1N=NC2C=CC=CC1=2)=[N+](C)C)C.[B-](F)(F)(F)F.C(N(CC)CC)C.[NH2:30][C:31]1[C:32]([C:38]([OH:40])=O)=[N:33][C:34]([Br:37])=[CH:35][N:36]=1.[C:41]([NH:49][NH2:50])(=[O:48])[C:42]1[CH:47]=[CH:46][CH:45]=[CH:44][CH:43]=1. The catalyst is CN(C=O)C.O. The product is [NH2:30][C:31]1[C:32]([C:38]([NH:50][NH:49][C:41]([C:42]2[CH:47]=[CH:46][CH:45]=[CH:44][CH:43]=2)=[O:48])=[O:40])=[N:33][C:34]([Br:37])=[CH:35][N:36]=1. The yield is 0.730. (6) The reactants are [Cl:1][C:2]1[CH:3]=[N+:4]([O-:27])[CH:5]=[C:6]([Cl:26])[C:7]=1[CH2:8][C@@H:9]([C:11]1[CH:16]=[CH:15][C:14]([O:17][CH:18]([F:20])[F:19])=[C:13]([O:21][CH2:22][CH:23]2[CH2:25][CH2:24]2)[CH:12]=1)[OH:10].[CH3:28][O:29][C:30]1[CH:31]=[C:32]([NH:38][C:39](=[O:44])[CH2:40][C:41](O)=[O:42])[CH:33]=[CH:34][C:35]=1[O:36][CH3:37].C(Cl)CCl. The catalyst is CN(C1C=CN=CC=1)C.CN(C=O)C.O. The product is [Cl:1][C:2]1[CH:3]=[N+:4]([O-:27])[CH:5]=[C:6]([Cl:26])[C:7]=1[CH2:8][C@@H:9]([C:11]1[CH:16]=[CH:15][C:14]([O:17][CH:18]([F:20])[F:19])=[C:13]([O:21][CH2:22][CH:23]2[CH2:25][CH2:24]2)[CH:12]=1)[O:10][C:41](=[O:42])[CH2:40][C:39]([NH:38][C:32]1[CH:33]=[CH:34][C:35]([O:36][CH3:37])=[C:30]([O:29][CH3:28])[CH:31]=1)=[O:44]. The yield is 0.437. (7) The reactants are O1C2C=CC=CC=2OB1.[Br:10][C:11]1[C:12]([N:27]2[CH2:30][C:29]([CH3:32])([CH3:31])[CH2:28]2)=[C:13]([C:19](=[O:26])[C:20]([O:22][CH:23]([CH3:25])[CH3:24])=[O:21])[C:14]([CH3:18])=[N:15][C:16]=1[CH3:17].CB1N2CCC[C@@H]2C(C2C=CC=CC=2)(C2C=CC=CC=2)O1. The catalyst is C1(C)C=CC=CC=1. The yield is 0.610. The product is [Br:10][C:11]1[C:12]([N:27]2[CH2:30][C:29]([CH3:32])([CH3:31])[CH2:28]2)=[C:13]([C@H:19]([OH:26])[C:20]([O:22][CH:23]([CH3:25])[CH3:24])=[O:21])[C:14]([CH3:18])=[N:15][C:16]=1[CH3:17]. (8) The reactants are [NH2:1][C:2]([C:4]1[C:14]([NH:15][CH:16]([CH2:19][CH3:20])[CH2:17][CH3:18])=[CH:13][C:7]([C:8]([O:10]CC)=[O:9])=[C:6]([Cl:21])[CH:5]=1)=[O:3].[OH-].[Na+]. The catalyst is CO. The product is [NH2:1][C:2]([C:4]1[C:14]([NH:15][CH:16]([CH2:19][CH3:20])[CH2:17][CH3:18])=[CH:13][C:7]([C:8]([OH:10])=[O:9])=[C:6]([Cl:21])[CH:5]=1)=[O:3]. The yield is 0.640. (9) The reactants are C([O:4][CH:5]1[S:22][C@H:21]([CH2:23][O:24][C:25](=[O:27])[CH3:26])[C@@H:16]([O:17][C:18](=[O:20])[CH3:19])[C@H:11]([O:12][C:13](=[O:15])[CH3:14])[C@H:6]1[O:7][C:8](=[O:10])[CH3:9])(=O)C.C(O)(=O)C.Cl. The catalyst is CN(C)C=O.CNN. The product is [C:8]([O:7][C@@H:6]1[C@@H:11]([O:12][C:13](=[O:15])[CH3:14])[C@H:16]([O:17][C:18](=[O:20])[CH3:19])[C@@H:21]([CH2:23][O:24][C:25](=[O:27])[CH3:26])[S:22][CH:5]1[OH:4])(=[O:10])[CH3:9]. The yield is 0.880. (10) The reactants are Br[CH:2]1[CH2:6][CH2:5][N:4]([C:7]2[CH:12]=[CH:11][C:10]([O:13][CH2:14][C:15]([CH3:26])([O:17][CH2:18][O:19][CH2:20][CH2:21][Si:22]([CH3:25])([CH3:24])[CH3:23])[CH3:16])=[C:9]([O:27][CH3:28])[CH:8]=2)[C:3]1=[O:29].[F:30][C:31]([F:41])([F:40])[O:32][C:33]1[CH:38]=[CH:37][C:36]([OH:39])=[CH:35][CH:34]=1. No catalyst specified. The product is [CH3:28][O:27][C:9]1[CH:8]=[C:7]([N:4]2[CH2:5][CH2:6][CH:2]([O:39][C:36]3[CH:37]=[CH:38][C:33]([O:32][C:31]([F:30])([F:40])[F:41])=[CH:34][CH:35]=3)[C:3]2=[O:29])[CH:12]=[CH:11][C:10]=1[O:13][CH2:14][C:15]([CH3:26])([O:17][CH2:18][O:19][CH2:20][CH2:21][Si:22]([CH3:25])([CH3:24])[CH3:23])[CH3:16]. The yield is 0.750.